From a dataset of Peptide-MHC class I binding affinity with 185,985 pairs from IEDB/IMGT. Regression. Given a peptide amino acid sequence and an MHC pseudo amino acid sequence, predict their binding affinity value. This is MHC class I binding data. (1) The MHC is HLA-A23:01 with pseudo-sequence HLA-A23:01. The binding affinity (normalized) is 0. The peptide sequence is QNSADPKVY. (2) The peptide sequence is KYLYFIKGL. The MHC is HLA-A30:02 with pseudo-sequence HLA-A30:02. The binding affinity (normalized) is 0. (3) The peptide sequence is YVTPRALEL. The MHC is HLA-C03:03 with pseudo-sequence HLA-C03:03. The binding affinity (normalized) is 1.00. (4) The peptide sequence is YMLVLAEALI. The MHC is HLA-A02:06 with pseudo-sequence HLA-A02:06. The binding affinity (normalized) is 0.423. (5) The peptide sequence is FQKVNPEGL. The MHC is H-2-Kb with pseudo-sequence H-2-Kb. The binding affinity (normalized) is 0.0339. (6) The peptide sequence is NPAWRKAVFI. The MHC is HLA-B53:01 with pseudo-sequence HLA-B53:01. The binding affinity (normalized) is 0.0166. (7) The peptide sequence is GLPESTPSL. The MHC is HLA-A02:12 with pseudo-sequence HLA-A02:12. The binding affinity (normalized) is 0.558. (8) The binding affinity (normalized) is 0.0847. The MHC is HLA-A26:01 with pseudo-sequence HLA-A26:01. The peptide sequence is FHIVNQESL. (9) The peptide sequence is FLWGPRALI. The MHC is HLA-A02:01 with pseudo-sequence HLA-A02:01. The binding affinity (normalized) is 0.494. (10) The peptide sequence is IYWTIVKPGDI. The MHC is HLA-A23:01 with pseudo-sequence HLA-A23:01. The binding affinity (normalized) is 0.322.